From a dataset of Full USPTO retrosynthesis dataset with 1.9M reactions from patents (1976-2016). Predict the reactants needed to synthesize the given product. (1) Given the product [NH2:7][C:8]1[CH:13]=[CH:12][C:11]([O:14][C:15]2[CH:20]=[CH:19][C:18]([C:21]([NH:22][C:23]3[CH:28]=[CH:27][C:26]([Br:29])=[CH:25][CH:24]=3)=[O:30])=[CH:17][C:16]=2[N+:31]([O-:33])=[O:32])=[CH:10][CH:9]=1, predict the reactants needed to synthesize it. The reactants are: C(OC(=O)[NH:7][C:8]1[CH:13]=[CH:12][C:11]([O:14][C:15]2[CH:20]=[CH:19][C:18]([C:21](=[O:30])[NH:22][C:23]3[CH:28]=[CH:27][C:26]([Br:29])=[CH:25][CH:24]=3)=[CH:17][C:16]=2[N+:31]([O-:33])=[O:32])=[CH:10][CH:9]=1)(C)(C)C.FC(F)(F)C(O)=O. (2) Given the product [F:12][C:13]1[CH:18]=[CH:17][CH:16]=[C:15]([F:19])[C:14]=1[N:20]1[C:5](=[O:7])[C:4]2[C:3](=[C:2]([CH3:1])[CH:10]=[CH:9][CH:8]=2)[NH:11][C:21]1=[S:22], predict the reactants needed to synthesize it. The reactants are: [CH3:1][C:2]1[C:3]([NH2:11])=[C:4]([CH:8]=[CH:9][CH:10]=1)[C:5]([OH:7])=O.[F:12][C:13]1[CH:18]=[CH:17][CH:16]=[C:15]([F:19])[C:14]=1[N:20]=[C:21]=[S:22].